Dataset: Reaction yield outcomes from USPTO patents with 853,638 reactions. Task: Predict the reaction yield, written as a fraction of the theoretical maximum amount of product (1.0 means a 100% yield; for example, 0.34 means a 34% yield). (1) The reactants are [Cl:1][C:2]1[CH:11]=[CH:10][C:9]2[C:4](=[CH:5][C:6](I)=[CH:7][N:8]=2)[N:3]=1.[N:13]1([C:19]([O:21][C:22]([CH3:25])([CH3:24])[CH3:23])=[O:20])[CH2:18][CH2:17][NH:16][CH2:15][CH2:14]1.C(=O)([O-])[O-].[Cs+].[Cs+].CC1(C)C2C(=C(P(C3C=CC=CC=3)C3C=CC=CC=3)C=CC=2)OC2C(P(C3C=CC=CC=3)C3C=CC=CC=3)=CC=CC1=2. The catalyst is O1CCOCC1.O. The product is [Cl:1][C:2]1[N:3]=[C:4]2[C:9](=[CH:10][CH:11]=1)[N:8]=[CH:7][C:6]([N:16]1[CH2:15][CH2:14][N:13]([C:19]([O:21][C:22]([CH3:25])([CH3:24])[CH3:23])=[O:20])[CH2:18][CH2:17]1)=[CH:5]2. The yield is 0.294. (2) The reactants are C(N(CC)CC)C.F[C:9]1[CH:17]=[CH:16][C:15]([CH2:18][C:19]2[C:28]3[C:23](=[CH:24][CH:25]=[CH:26][CH:27]=3)[C:22](=[O:29])[NH:21][N:20]=2)=[CH:14][C:10]=1[C:11]([OH:13])=O.Cl.[CH:31]1([O:36][CH:37]2[CH2:42][CH2:41][NH:40][CH2:39][CH2:38]2)[CH2:35][CH2:34][CH2:33][CH2:32]1.F[P-](F)(F)(F)(F)F.N1(OC(N(C)C)=[N+](C)C)C2C=CC=CC=2N=N1. The catalyst is CC(N(C)C)=O. The product is [CH:31]1([O:36][CH:37]2[CH2:42][CH2:41][N:40]([C:11]([C:10]3[CH:14]=[C:15]([CH:16]=[CH:17][CH:9]=3)[CH2:18][C:19]3[C:28]4[C:23](=[CH:24][CH:25]=[CH:26][CH:27]=4)[C:22](=[O:29])[NH:21][N:20]=3)=[O:13])[CH2:39][CH2:38]2)[CH2:35][CH2:34][CH2:33][CH2:32]1. The yield is 0.390. (3) The reactants are [Br:1][C:2]1[C:7]([O:8][CH3:9])=[CH:6][C:5]([CH:10]([OH:12])[CH3:11])=[CH:4][C:3]=1[O:13][CH3:14]. The catalyst is C(Cl)Cl.O=[Mn]=O. The product is [Br:1][C:2]1[C:7]([O:8][CH3:9])=[CH:6][C:5]([C:10](=[O:12])[CH3:11])=[CH:4][C:3]=1[O:13][CH3:14]. The yield is 0.970. (4) The reactants are Br[CH2:2][B:3]1[O:7][C:6]([CH3:9])([CH3:8])[C:5]([CH3:11])([CH3:10])[O:4]1.[I-:12].[Na+]. The catalyst is CC(C)=O. The product is [I:12][CH2:2][B:3]1[O:7][C:6]([CH3:9])([CH3:8])[C:5]([CH3:11])([CH3:10])[O:4]1. The yield is 0.970. (5) The reactants are [CH3:1][C:2]1([CH3:27])[CH2:11][C:10]2[C:5](=[CH:6][CH:7]=[C:8]([C:12]([O:14]C)=[O:13])[CH:9]=2)[NH:4][CH:3]1[C:16]1[CH:21]=[CH:20][CH:19]=[CH:18][C:17]=1[NH:22][S:23]([CH3:26])(=[O:25])=[O:24].[OH-].[Na+]. The catalyst is O1CCCC1.CO. The product is [CH3:1][C:2]1([CH3:27])[CH2:11][C:10]2[C:5](=[CH:6][CH:7]=[C:8]([C:12]([OH:14])=[O:13])[CH:9]=2)[NH:4][CH:3]1[C:16]1[CH:21]=[CH:20][CH:19]=[CH:18][C:17]=1[NH:22][S:23]([CH3:26])(=[O:25])=[O:24]. The yield is 0.863. (6) The reactants are [N:1]([CH2:4][C@@H:5]1[C@H:9]2[O:10][C:11]([CH3:14])([CH3:13])[O:12][C@H:8]2[C@H:7]([N:15]2[CH:23]=[N:22][C:21]3[C:16]2=[N:17][CH:18]=[N:19][C:20]=3[NH:24][CH2:25][C:26]2[CH:31]=[CH:30][C:29]([O:32][CH3:33])=[CH:28][C:27]=2[O:34][CH3:35])[CH2:6]1)=[N+]=[N-].CP(C)C.O. The catalyst is C1COCC1.C(Cl)Cl. The product is [NH2:1][CH2:4][C@@H:5]1[C@H:9]2[O:10][C:11]([CH3:13])([CH3:14])[O:12][C@H:8]2[C@H:7]([N:15]2[CH:23]=[N:22][C:21]3[C:16]2=[N:17][CH:18]=[N:19][C:20]=3[NH:24][CH2:25][C:26]2[CH:31]=[CH:30][C:29]([O:32][CH3:33])=[CH:28][C:27]=2[O:34][CH3:35])[CH2:6]1. The yield is 0.980.